Dataset: Catalyst prediction with 721,799 reactions and 888 catalyst types from USPTO. Task: Predict which catalyst facilitates the given reaction. (1) Reactant: [N:1]1[C:2]([C:10]([O-:12])=O)=[CH:3][N:4]2[CH:9]=[CH:8][CH:7]=[CH:6][C:5]=12.[Na+].[C:14]([C:18]1[CH:28]=[CH:27][CH:26]=[CH:25][C:19]=1[O:20][CH:21]1[CH2:24][NH:23][CH2:22]1)([CH3:17])([CH3:16])[CH3:15].CCN(C(C)C)C(C)C.CN(C(ON1N=NC2C=CC=CC1=2)=[N+](C)C)C.F[P-](F)(F)(F)(F)F. Product: [C:14]([C:18]1[CH:28]=[CH:27][CH:26]=[CH:25][C:19]=1[O:20][CH:21]1[CH2:22][N:23]([C:10]([C:2]2[N:1]=[C:5]3[CH:6]=[CH:7][CH:8]=[CH:9][N:4]3[CH:3]=2)=[O:12])[CH2:24]1)([CH3:17])([CH3:15])[CH3:16]. The catalyst class is: 39. (2) Product: [CH2:1]([N:4]1[C:12](=[O:13])[C:11]2[N:10]([CH2:18][N:20]3[CH2:24][CH2:23][CH2:22][CH2:21]3)[CH:9]=[N:8][C:7]=2[N:6]([CH2:14][CH2:15][CH3:16])[C:5]1=[O:17])[CH2:2][CH3:3]. The catalyst class is: 14. Reactant: [CH2:1]([N:4]1[C:12](=[O:13])[C:11]2[N:10]=[CH:9][NH:8][C:7]=2[N:6]([CH2:14][CH2:15][CH3:16])[C:5]1=[O:17])[CH2:2][CH3:3].[CH2:18]=O.[NH:20]1[CH2:24][CH2:23][CH2:22][CH2:21]1. (3) Reactant: Br[C:2]1[CH:3]=[CH:4][C:5]([N+:10]([O-:12])=[O:11])=[C:6]([CH:9]=1)[C:7]#[N:8].[N:13]1([C:19]([O:21][C:22]([CH3:25])([CH3:24])[CH3:23])=[O:20])[CH2:18][CH2:17][NH:16][CH2:15][CH2:14]1.C(=O)([O-])[O-].[K+].[K+]. Product: [C:7]([C:6]1[CH:9]=[C:2]([N:16]2[CH2:15][CH2:14][N:13]([C:19]([O:21][C:22]([CH3:25])([CH3:24])[CH3:23])=[O:20])[CH2:18][CH2:17]2)[CH:3]=[CH:4][C:5]=1[N+:10]([O-:12])=[O:11])#[N:8]. The catalyst class is: 30. (4) Reactant: [CH3:1][O:2][C:3]([C:5]1[CH:10]=[CH:9][C:8]([C:11]2[CH:16]=[CH:15][CH:14]=[C:13]([NH2:17])[C:12]=2[CH3:18])=[CH:7][CH:6]=1)=[O:4].[Cl:19][C:20]1[C:25]([CH3:26])=[CH:24][C:23]([S:27](Cl)(=[O:29])=[O:28])=[C:22]([CH3:31])[CH:21]=1.N1C=CC=CC=1.CCOC(C)=O. Product: [CH3:1][O:2][C:3]([C:5]1[CH:6]=[CH:7][C:8]([C:11]2[CH:16]=[CH:15][CH:14]=[C:13]([NH:17][S:27]([C:23]3[CH:24]=[C:25]([CH3:26])[C:20]([Cl:19])=[CH:21][C:22]=3[CH3:31])(=[O:28])=[O:29])[C:12]=2[CH3:18])=[CH:9][CH:10]=1)=[O:4]. The catalyst class is: 26. (5) Reactant: O[CH:2]([C:26]1[CH:31]=[CH:30][CH:29]=[CH:28][C:27]=1[CH3:32])[C:3]1[CH:4]=[C:5]([CH:21]=[CH:22][C:23]=1[O:24][CH3:25])[C:6]([NH:8][C:9]1([C:18]([OH:20])=[O:19])[CH2:17][C:16]2[C:11](=[CH:12][CH:13]=[CH:14][CH:15]=2)[CH2:10]1)=[O:7].[H][H]. Product: [CH3:25][O:24][C:23]1[CH:22]=[CH:21][C:5]([C:6]([NH:8][C:9]2([C:18]([OH:20])=[O:19])[CH2:17][C:16]3[C:11](=[CH:12][CH:13]=[CH:14][CH:15]=3)[CH2:10]2)=[O:7])=[CH:4][C:3]=1[CH2:2][C:26]1[CH:31]=[CH:30][CH:29]=[CH:28][C:27]=1[CH3:32]. The catalyst class is: 29. (6) Reactant: [Br:1][C:2]1[CH:3]=[CH:4][CH:5]=[C:6]2[C:10]=1[NH:9][C:8]([C:11]([O:13][CH2:14][CH3:15])=[O:12])=[C:7]2[CH2:16][CH2:17][C:18]([OH:20])=O.[C:21]1([NH2:31])[C:30]2[C:25](=[CH:26][CH:27]=[CH:28][CH:29]=2)[CH:24]=[CH:23][CH:22]=1.Cl.C(N=C=NCCCN(C)C)C. Product: [Br:1][C:2]1[CH:3]=[CH:4][CH:5]=[C:6]2[C:10]=1[NH:9][C:8]([C:11]([O:13][CH2:14][CH3:15])=[O:12])=[C:7]2[CH2:16][CH2:17][C:18]([NH:31][C:21]1[C:30]2[C:25](=[CH:26][CH:27]=[CH:28][CH:29]=2)[CH:24]=[CH:23][CH:22]=1)=[O:20]. The catalyst class is: 142. (7) Reactant: Cl[C:2]1[CH:7]=[CH:6][CH:5]=[C:4]([Cl:8])[N:3]=1.[C:9]1([OH:15])[CH:14]=[CH:13][CH:12]=[CH:11][CH:10]=1.[OH-].[Na+]. Product: [Cl:8][C:4]1[CH:5]=[CH:6][CH:7]=[C:2]([O:15][C:9]2[CH:14]=[CH:13][CH:12]=[CH:11][CH:10]=2)[N:3]=1. The catalyst class is: 69. (8) Reactant: C1(O[C:8](=[O:49])[N:9]([C:19]2[CH:24]=[C:23]([O:25][C:26]3[CH:31]=[CH:30][C:29]([NH:32][C:33]([C:35]4([C:38](=[O:47])[NH:39][C:40]5[CH:45]=[CH:44][CH:43]=[CH:42][C:41]=5[F:46])[CH2:37][CH2:36]4)=[O:34])=[C:28]([F:48])[CH:27]=3)[CH:22]=[CH:21][N:20]=2)C(OC2C=CC=CC=2)=O)C=CC=CC=1.[CH3:50][N:51]1[CH2:56][CH2:55][CH:54]([NH:57][CH3:58])[CH2:53][CH2:52]1. Product: [F:48][C:28]1[CH:27]=[C:26]([O:25][C:23]2[CH:22]=[CH:21][N:20]=[C:19]([NH:9][C:8]([N:57]([CH3:58])[CH:54]3[CH2:55][CH2:56][N:51]([CH3:50])[CH2:52][CH2:53]3)=[O:49])[CH:24]=2)[CH:31]=[CH:30][C:29]=1[NH:32][C:33]([C:35]1([C:38]([NH:39][C:40]2[CH:45]=[CH:44][CH:43]=[CH:42][C:41]=2[F:46])=[O:47])[CH2:36][CH2:37]1)=[O:34]. The catalyst class is: 9.